This data is from Forward reaction prediction with 1.9M reactions from USPTO patents (1976-2016). The task is: Predict the product of the given reaction. (1) Given the reactants [CH2:1]([N:8]1[CH2:12][C@H:11]2[C:13]3[CH:14]=[CH:15][CH:16]=[C:17](Br)[C:18]=3[CH2:19][O:20][C@H:10]2[CH2:9]1)[C:2]1[CH:7]=[CH:6][CH:5]=[CH:4][CH:3]=1.[C:22]1(B(O)O)[CH:27]=[CH:26][CH:25]=[CH:24][CH:23]=1.C(=O)([O-])[O-].[K+].[K+], predict the reaction product. The product is: [CH2:1]([N:8]1[CH2:12][C@H:11]2[C:13]3[CH:14]=[CH:15][CH:16]=[C:17]([C:22]4[CH:27]=[CH:26][CH:25]=[CH:24][CH:23]=4)[C:18]=3[CH2:19][O:20][C@H:10]2[CH2:9]1)[C:2]1[CH:7]=[CH:6][CH:5]=[CH:4][CH:3]=1. (2) Given the reactants B(F)(F)F.CCOCC.[C:10]([O:18][CH2:19][C:20]1([C:27]([O:29][CH2:30][CH3:31])=[O:28])[CH2:25][CH2:24][C:23](=O)[CH2:22][O:21]1)(=[O:17])[C:11]1[CH:16]=[CH:15][CH:14]=[CH:13][CH:12]=1.[FH:32].[FH:33].F.C(N(CC)CC)C.C[N+]1([O-])CCOCC1, predict the reaction product. The product is: [C:10]([O:18][CH2:19][C:20]1([C:27]([O:29][CH2:30][CH3:31])=[O:28])[CH2:25][CH2:24][C:23]([F:33])([F:32])[CH2:22][O:21]1)(=[O:17])[C:11]1[CH:16]=[CH:15][CH:14]=[CH:13][CH:12]=1.